From a dataset of Full USPTO retrosynthesis dataset with 1.9M reactions from patents (1976-2016). Predict the reactants needed to synthesize the given product. The reactants are: C(=O)(O)[O-:2].[Na+].Cl.NO.[Cl:9][C:10]1[C:11]([C:23]#[N:24])=[N:12][CH:13]=[C:14]([Cl:22])[C:15]=1[O:16][CH2:17][C:18]([F:21])([F:20])[F:19]. Given the product [Cl:9][C:10]1[C:11]([C:23]([NH2:24])=[O:2])=[N:12][CH:13]=[C:14]([Cl:22])[C:15]=1[O:16][CH2:17][C:18]([F:21])([F:19])[F:20], predict the reactants needed to synthesize it.